This data is from Catalyst prediction with 721,799 reactions and 888 catalyst types from USPTO. The task is: Predict which catalyst facilitates the given reaction. Reactant: [N:1]1[CH:2]=[CH:3][N:4]2[CH:9]=[CH:8][C:7]([CH2:10][NH:11][C:12]([C:14]3[S:15][C:16]([CH:19]4[CH2:24][CH2:23][NH:22][CH2:21][CH2:20]4)=[CH:17][CH:18]=3)=[O:13])=[CH:6][C:5]=12.CN1CCOCC1.[CH:32]([O:35][C:36](Cl)=[O:37])([CH3:34])[CH3:33]. Product: [CH3:33][CH:32]([O:35][C:36]([N:22]1[CH2:23][CH2:24][CH:19]([C:16]2[S:15][C:14]([C:12](=[O:13])[NH:11][CH2:10][C:7]3[CH:8]=[CH:9][N:4]4[CH:3]=[CH:2][N:1]=[C:5]4[CH:6]=3)=[CH:18][CH:17]=2)[CH2:20][CH2:21]1)=[O:37])[CH3:34]. The catalyst class is: 4.